From a dataset of Forward reaction prediction with 1.9M reactions from USPTO patents (1976-2016). Predict the product of the given reaction. (1) The product is: [BrH:25].[C:19]1([N:18]2[C:11]([C:12]3[CH:13]=[CH:14][CH:15]=[CH:16][CH:17]=3)=[N:10][C:8](=[N:7][C:1]3[CH:2]=[CH:3][CH:4]=[CH:5][CH:6]=3)[S:9]2)[CH:20]=[CH:21][CH:22]=[CH:23][CH:24]=1. Given the reactants [C:1]1([NH:7][C:8]([NH:10][C:11](=[N:18][C:19]2[CH:24]=[CH:23][CH:22]=[CH:21][CH:20]=2)[C:12]2[CH:17]=[CH:16][CH:15]=[CH:14][CH:13]=2)=[S:9])[CH:6]=[CH:5][CH:4]=[CH:3][CH:2]=1.[Br:25]Br, predict the reaction product. (2) Given the reactants C(O[C:6]([N:8]1[CH2:12][C:11](=[N:13][O:14][CH3:15])[CH2:10][C@H:9]1[C:16]([OH:18])=O)=[O:7])(C)(C)C.[C:19]1([C:28]2[CH:33]=[CH:32][CH:31]=[CH:30][CH:29]=2)[CH:24]=[CH:23][C:22](C(Cl)=O)=[CH:21][CH:20]=1.O[N:35]=[C:36]([C:38]1[CH:43]=[CH:42][CH:41]=[CH:40][CH:39]=1)[NH2:37], predict the reaction product. The product is: [CH3:15][O:14][N:13]=[C:11]1[CH2:10][C@@H:9]([C:16]2[O:18][N:37]=[C:36]([C:38]3[CH:43]=[CH:42][CH:41]=[CH:40][CH:39]=3)[N:35]=2)[N:8]([C:6]([C:31]2[CH:30]=[CH:29][C:28]([C:19]3[CH:20]=[CH:21][CH:22]=[CH:23][CH:24]=3)=[CH:33][CH:32]=2)=[O:7])[CH2:12]1. (3) Given the reactants [CH:1]1([NH:4][C:5]([C:7]2[CH:8]=[CH:9][C:10]([CH3:24])=[C:11]([NH:13][C:14]([C:16]3[S:20][C:19](B(O)O)=[CH:18][CH:17]=3)=[O:15])[CH:12]=2)=[O:6])[CH2:3][CH2:2]1.Br[C:26]1[CH:31]=[C:30]([C:32]#[N:33])[CH:29]=[CH:28][C:27]=1[CH3:34], predict the reaction product. The product is: [C:32]([C:30]1[CH:29]=[CH:28][C:27]([CH3:34])=[C:26]([C:19]2[S:20][C:16]([C:14]([NH:13][C:11]3[CH:12]=[C:7]([C:5](=[O:6])[NH:4][CH:1]4[CH2:3][CH2:2]4)[CH:8]=[CH:9][C:10]=3[CH3:24])=[O:15])=[CH:17][CH:18]=2)[CH:31]=1)#[N:33]. (4) Given the reactants Br[C:2]1[CH:3]=[N:4][C:5]2[N:6]([N:8]=[CH:9][C:10]=2[C:11]([O:13][CH2:14][CH3:15])=[O:12])[CH:7]=1.[B:16]1(B2OC(C)(C)C(C)(C)O2)[O:20]C(C)(C)C(C)(C)[O:17]1.CC([O-])=O.[K+].Cl, predict the reaction product. The product is: [CH2:14]([O:13][C:11]([C:10]1[CH:9]=[N:8][N:6]2[CH:7]=[C:2]([B:16]([OH:20])[OH:17])[CH:3]=[N:4][C:5]=12)=[O:12])[CH3:15].